From a dataset of Forward reaction prediction with 1.9M reactions from USPTO patents (1976-2016). Predict the product of the given reaction. (1) Given the reactants [Cl:1][C:2]1[C:7]2[N:8]=[CH:9][NH:10][C:6]=2[CH:5]=[C:4]([NH:11][C:12]2[NH:13][CH2:14][CH2:15][N:16]=2)[CH:3]=1.[Br:17]Br.N, predict the reaction product. The product is: [Br:17][C:5]1[C:6]2[NH:10][CH:9]=[N:8][C:7]=2[C:2]([Cl:1])=[CH:3][C:4]=1[NH:11][C:12]1[NH:13][CH2:14][CH2:15][N:16]=1. (2) Given the reactants [C:1]([C:3]1[C:8]2=[N:9][C:10]3[CH:15]=[CH:14][CH:13]=[CH:12][C:11]=3[N:7]2[C:6]([N:16]2[CH2:20][CH2:19][C@@H:18](CNCC(OCC)=O)[CH2:17]2)=[C:5]([C:29]2[CH:34]=[CH:33][CH:32]=[CH:31][CH:30]=2)[C:4]=1[CH3:35])#[N:2].Cl.Cl.[C:38]([O:42][C:43]([NH:45][CH2:46][CH2:47][N:48](C)[C@H:49]1CCNC1)=[O:44])([CH3:41])([CH3:40])[CH3:39].C(N(CC)CC)C.ClC1N2C(=NC3C=CC=CC=32)C(C#N)=C(C)C=1C1C=CC=CC=1, predict the reaction product. The product is: [C:38]([O:42][C:43]([NH:45][CH2:46][CH2:47][N:48]([CH3:49])[C@H:18]1[CH2:19][CH2:20][N:16]([C:6]2[N:7]3[C:8](=[N:9][C:10]4[CH:15]=[CH:14][CH:13]=[CH:12][C:11]=43)[C:3]([C:1]#[N:2])=[C:4]([CH3:35])[C:5]=2[C:29]2[CH:30]=[CH:31][CH:32]=[CH:33][CH:34]=2)[CH2:17]1)=[O:44])([CH3:41])([CH3:40])[CH3:39]. (3) Given the reactants Br[C:2]1[CH:20]=[CH:19][C:5]([C:6]([NH:8][C:9]2[CH:18]=[C:17]3[C:12]([CH:13]=[CH:14][CH:15]=[N:16]3)=[CH:11][CH:10]=2)=[O:7])=[CH:4][C:3]=1[O:21][CH3:22].[C:23]1(B(O)O)[CH:28]=[CH:27][CH:26]=[CH:25][CH:24]=1, predict the reaction product. The product is: [CH3:22][O:21][C:3]1[CH:4]=[C:5]([C:6]([NH:8][C:9]2[CH:18]=[C:17]3[C:12]([CH:13]=[CH:14][CH:15]=[N:16]3)=[CH:11][CH:10]=2)=[O:7])[CH:19]=[CH:20][C:2]=1[C:23]1[CH:28]=[CH:27][CH:26]=[CH:25][CH:24]=1. (4) Given the reactants CCOC(/N=N/C(OCC)=O)=O.C1(P(C2C=CC=CC=2)C2C=CC=CC=2)C=CC=CC=1.[Br:32][C:33]1[CH:34]=[N:35][NH:36][CH:37]=1.[C:38]([O:42][C:43](=[O:49])[N:44]([CH2:46][CH2:47]O)[CH3:45])([CH3:41])([CH3:40])[CH3:39], predict the reaction product. The product is: [C:38]([O:42][C:43](=[O:49])[N:44]([CH2:46][CH2:47][N:35]1[CH:34]=[C:33]([Br:32])[CH:37]=[N:36]1)[CH3:45])([CH3:41])([CH3:40])[CH3:39]. (5) Given the reactants Cl.[CH:2]1([NH:7][C:8]([NH2:10])=[NH:9])[CH2:6][CH2:5][CH2:4][CH2:3]1.[O-]CC.[Na+].[Cl:15][C:16]1[N:21]2[N:22]=[C:23]([C:31]3[CH:36]=[CH:35][CH:34]=[C:33]([CH3:37])[CH:32]=3)[C:24]([C:25](=O)/[C:26](/[CH3:29])=[CH:27]/[CH3:28])=[C:20]2[CH:19]=[CH:18][CH:17]=1, predict the reaction product. The product is: [Cl:15][C:16]1[N:21]2[N:22]=[C:23]([C:31]3[CH:36]=[CH:35][CH:34]=[C:33]([CH3:37])[CH:32]=3)[C:24]([C:25]3[C:26]([CH3:29])=[C:27]([CH3:28])[N:10]=[C:8]([NH:7][CH:2]4[CH2:6][CH2:5][CH2:4][CH2:3]4)[N:9]=3)=[C:20]2[CH:19]=[CH:18][CH:17]=1. (6) Given the reactants [NH2:1][C:2]1[C:3]2[C:13]([O:14][CH2:15][CH3:16])=[CH:12][C:11]([N:17]3[CH2:22][CH2:21][CH:20]([NH2:23])[CH2:19][CH2:18]3)=[CH:10][C:4]=2[S:5][C:6]=1[C:7]([NH2:9])=[O:8].[C:24](=[O:27])([O-])[O-:25].[K+].[K+], predict the reaction product. The product is: [C:3]([O:25][C:24](=[O:27])[NH:23][CH:20]1[CH2:19][CH2:18][N:17]([C:11]2[CH:12]=[C:13]([O:14][CH2:15][CH3:16])[C:3]3[C:2]([NH2:1])=[C:6]([C:7](=[O:8])[NH2:9])[S:5][C:4]=3[CH:10]=2)[CH2:22][CH2:21]1)([CH3:13])([CH3:4])[CH3:2]. (7) Given the reactants [O:1]1[C:5]2[CH:6]=[CH:7][C:8]([CH2:10][C:11]([OH:13])=[O:12])=[CH:9][C:4]=2[CH2:3][CH2:2]1.BrN1C(=O)CCC1=O, predict the reaction product. The product is: [O:1]1[C:5]2[CH:6]=[CH:7][C:8]([CH2:10][C:11]([OH:13])=[O:12])=[CH:9][C:4]=2[CH:3]=[CH:2]1.